This data is from Catalyst prediction with 721,799 reactions and 888 catalyst types from USPTO. The task is: Predict which catalyst facilitates the given reaction. (1) Reactant: Cl[C:2]1[CH:7]=[CH:6][C:5]([N+:8]([O-])=O)=[CH:4][C:3]=1[S:11]([NH:14][CH2:15][CH2:16][OH:17])(=[O:13])=[O:12]. Product: [NH2:8][C:5]1[CH:4]=[C:3]([S:11]([NH:14][CH2:15][CH2:16][OH:17])(=[O:13])=[O:12])[CH:2]=[CH:7][CH:6]=1. The catalyst class is: 19. (2) Reactant: [C:1]([C:4]1[CH:9]=[C:8]([O:10][CH2:11][C:12]2[CH:17]=[CH:16][CH:15]=[CH:14][CH:13]=2)[CH:7]=[C:6]([N+:18]([O-])=O)[C:5]=1[CH:21]=[CH:22][C:23]([O:25]C)=O)(=[O:3])[CH3:2]. Product: [C:1]([C:4]1[CH:9]=[C:8]([O:10][CH2:11][C:12]2[CH:17]=[CH:16][CH:15]=[CH:14][CH:13]=2)[CH:7]=[C:6]2[C:5]=1[CH2:21][CH2:22][C:23](=[O:25])[NH:18]2)(=[O:3])[CH3:2]. The catalyst class is: 470. (3) Reactant: [CH3:1][O:2][CH2:3][CH2:4][O:5][C:6]1[CH:11]=[CH:10][C:9]([S:12]([N:15]([CH2:23][C:24]([O:26]C)=O)[C:16]2[CH:21]=[CH:20][C:19]([CH3:22])=[CH:18][CH:17]=2)(=[O:14])=[O:13])=[CH:8][CH:7]=1.O.[NH2:29][NH2:30]. Product: [NH:29]([C:24](=[O:26])[CH2:23][N:15]([C:16]1[CH:21]=[CH:20][C:19]([CH3:22])=[CH:18][CH:17]=1)[S:12]([C:9]1[CH:10]=[CH:11][C:6]([O:5][CH2:4][CH2:3][O:2][CH3:1])=[CH:7][CH:8]=1)(=[O:14])=[O:13])[NH2:30]. The catalyst class is: 5. (4) The catalyst class is: 5. Reactant: CS(O[CH2:6][C:7]1[N:12]=[CH:11][C:10]2[N:13]([C:16]3[S:17][C:18]([C:34](=[O:36])[NH2:35])=[C:19]([O:21][C@@H:22]([C:24]4[CH:29]=[CH:28][CH:27]=[CH:26][C:25]=4[C:30]([F:33])([F:32])[F:31])[CH3:23])[CH:20]=3)[CH:14]=[N:15][C:9]=2[CH:8]=1)(=O)=O.[CH2:37]([NH2:39])[CH3:38]. Product: [CH2:37]([NH:39][CH2:6][C:7]1[N:12]=[CH:11][C:10]2[N:13]([C:16]3[S:17][C:18]([C:34]([NH2:35])=[O:36])=[C:19]([O:21][C@@H:22]([C:24]4[CH:29]=[CH:28][CH:27]=[CH:26][C:25]=4[C:30]([F:32])([F:33])[F:31])[CH3:23])[CH:20]=3)[CH:14]=[N:15][C:9]=2[CH:8]=1)[CH3:38]. (5) Reactant: [NH2:1][C@@H:2]1[CH2:7][CH2:6][C@H:5]([NH:8][C:9]2[N:18]=[C:17]([N:19]([CH2:22]C)[CH2:20]C)[C:16]3[C:11](=[CH:12][CH:13]=[CH:14][CH:15]=3)[N:10]=2)[CH2:4][CH2:3]1.[Br:24][C:25]1[CH:30]=[CH:29][C:28]([CH2:31][CH:32]=O)=[C:27]([O:34][C:35]([F:38])([F:37])[F:36])[CH:26]=1.CC(O)=O.[BH-](OC(C)=O)(OC(C)=O)OC(C)=O.[Na+].[ClH:57]. Product: [ClH:57].[ClH:57].[Br:24][C:25]1[CH:30]=[CH:29][C:28]([CH2:31][CH2:32][NH:1][C@@H:2]2[CH2:3][CH2:4][C@H:5]([NH:8][C:9]3[N:18]=[C:17]([N:19]([CH3:20])[CH3:22])[C:16]4[C:11](=[CH:12][CH:13]=[CH:14][CH:15]=4)[N:10]=3)[CH2:6][CH2:7]2)=[C:27]([O:34][C:35]([F:36])([F:37])[F:38])[CH:26]=1. The catalyst class is: 91. (6) Reactant: [NH2:1][C:2]1[CH:3]=[C:4]([NH:9][C:10](=[O:30])[C:11]2[CH:16]=[CH:15][C:14]([CH2:17][N:18]3[CH2:23][CH2:22][N:21]([CH2:24][CH3:25])[CH2:20][CH2:19]3)=[C:13]([C:26]([F:29])([F:28])[F:27])[CH:12]=2)[CH:5]=[CH:6][C:7]=1[CH3:8].C([O-])([O-])=O.[K+].[K+].Br[CH2:38][C:39]1[N:40]=[CH:41][C:42]([NH:45]C(=O)OC(C)(C)C)=[N:43][CH:44]=1. Product: [NH2:45][C:42]1[N:43]=[CH:44][C:39]([CH2:38][NH:1][C:2]2[CH:3]=[C:4]([NH:9][C:10](=[O:30])[C:11]3[CH:16]=[CH:15][C:14]([CH2:17][N:18]4[CH2:23][CH2:22][N:21]([CH2:24][CH3:25])[CH2:20][CH2:19]4)=[C:13]([C:26]([F:29])([F:28])[F:27])[CH:12]=3)[CH:5]=[CH:6][C:7]=2[CH3:8])=[N:40][CH:41]=1. The catalyst class is: 3. (7) Reactant: [O:1]=[C:2]1[CH2:6][CH2:5][CH2:4][CH:3]1[C:7]([O:9]CC)=O.[CH3:12][NH:13][CH3:14]. Product: [CH3:12][N:13]([CH3:14])[C:7]([CH:3]1[CH2:4][CH2:5][CH2:6][C:2]1=[O:1])=[O:9]. The catalyst class is: 8. (8) Reactant: [NH2:1][C:2]1[CH:3]=[CH:4][C:5]([O:12][CH:13]([C:21]2[CH:26]=[CH:25][CH:24]=[C:23]([F:27])[CH:22]=2)[C:14]2[CH:19]=[CH:18][CH:17]=[C:16]([F:20])[CH:15]=2)=[C:6]([CH:11]=1)[C:7]([O:9][CH3:10])=[O:8].[CH3:28][O:29][C:30]1[CH:31]=[C:32]([N:38]=[C:39]=[O:40])[CH:33]=[CH:34][C:35]=1[O:36][CH3:37]. Product: [F:27][C:23]1[CH:22]=[C:21]([CH:13]([C:14]2[CH:19]=[CH:18][CH:17]=[C:16]([F:20])[CH:15]=2)[O:12][C:5]2[CH:4]=[CH:3][C:2]([NH:1][C:39]([NH:38][C:32]3[CH:33]=[CH:34][C:35]([O:36][CH3:37])=[C:30]([O:29][CH3:28])[CH:31]=3)=[O:40])=[CH:11][C:6]=2[C:7]([O:9][CH3:10])=[O:8])[CH:26]=[CH:25][CH:24]=1. The catalyst class is: 1. (9) Reactant: [F:1][C:2]1[C:3]([N:14]([C:16]2[CH:21]=[CH:20][N:19]=[C:18](F)[N:17]=2)[CH3:15])=[N:4][C:5]([C:8]2[CH:13]=[CH:12][CH:11]=[CH:10][CH:9]=2)=[N:6][CH:7]=1.[NH2:23][C@@H:24]([CH3:41])[CH2:25][C:26]1[CH:27]=[C:28]([CH:38]=[CH:39][CH:40]=1)[CH2:29][NH:30][C:31](=[O:37])[O:32][C:33]([CH3:36])([CH3:35])[CH3:34]. Product: [F:1][C:2]1[C:3]([N:14]([CH3:15])[C:16]2[CH:21]=[CH:20][N:19]=[C:18]([NH:23][C@@H:24]([CH3:41])[CH2:25][C:26]3[CH:27]=[C:28]([CH:38]=[CH:39][CH:40]=3)[CH2:29][NH:30][C:31](=[O:37])[O:32][C:33]([CH3:34])([CH3:35])[CH3:36])[N:17]=2)=[N:4][C:5]([C:8]2[CH:13]=[CH:12][CH:11]=[CH:10][CH:9]=2)=[N:6][CH:7]=1. The catalyst class is: 12. (10) Reactant: ClC1C=C2C(CCN)=C([Si](CC)(CC)CC)NC2=[N:6]C=1.[F:21][C:22]1[CH:36]=[CH:35][C:34]([F:37])=[CH:33][C:23]=1[CH2:24][C:25]1[O:29][N:28]=[C:27]([C:30](O)=[O:31])[CH:26]=1.CN(C(ON1N=NC2C=CC=NC1=2)=[N+](C)C)C.F[P-](F)(F)(F)(F)F.C(N(CC)C(C)C)(C)C. Product: [F:21][C:22]1[CH:36]=[CH:35][C:34]([F:37])=[CH:33][C:23]=1[CH2:24][C:25]1[O:29][N:28]=[C:27]([C:30]([NH2:6])=[O:31])[CH:26]=1. The catalyst class is: 3.